This data is from Full USPTO retrosynthesis dataset with 1.9M reactions from patents (1976-2016). The task is: Predict the reactants needed to synthesize the given product. (1) Given the product [C:20]([C:19]1[C:9]([N:7]2[CH2:8][CH:5]([CH2:4][NH:3][C:33]([NH:32][S:29]([C:23]3[CH:24]=[CH:25][CH:26]=[CH:27][CH:28]=3)(=[O:31])=[O:30])=[O:34])[CH2:6]2)=[N:10][C:11]([CH3:22])=[C:12]([CH:18]=1)[C:13]([O:15][CH2:16][CH3:17])=[O:14])#[N:21], predict the reactants needed to synthesize it. The reactants are: Cl.Cl.[NH2:3][CH2:4][CH:5]1[CH2:8][N:7]([C:9]2[C:19]([C:20]#[N:21])=[CH:18][C:12]([C:13]([O:15][CH2:16][CH3:17])=[O:14])=[C:11]([CH3:22])[N:10]=2)[CH2:6]1.[C:23]1([S:29]([N:32]=[C:33]=[O:34])(=[O:31])=[O:30])[CH:28]=[CH:27][CH:26]=[CH:25][CH:24]=1.CCN(C(C)C)C(C)C.CCOC(C)=O. (2) Given the product [CH3:32][N:31]([CH2:30][C@H:26]([NH:25][C:21]([C:17]1[C:18]2[C:13](=[N:12][C:11]3[C:20]([N:19]=2)=[C:7]2[CH:6]=[CH:5][CH:4]=[C:3]([O:2][CH3:1])[C:8]2=[CH:9][CH:10]=3)[CH:14]=[CH:15][CH:16]=1)=[O:23])[C@@H:27]([OH:29])[CH3:28])[CH3:34], predict the reactants needed to synthesize it. The reactants are: [CH3:1][O:2][C:3]1[C:8]2=[CH:9][CH:10]=[C:11]3[C:20]([N:19]=[C:18]4[C:13]([CH:14]=[CH:15][CH:16]=[C:17]4[C:21]([OH:23])=O)=[N:12]3)=[C:7]2[CH:6]=[CH:5][CH:4]=1.Cl.[NH2:25][C@@H:26]([CH2:30][N:31]([CH2:34]C)[CH2:32]C)[C@@H:27]([OH:29])[CH3:28]. (3) Given the product [Br:1][C:2]1[N:6]2[CH:7]=[C:8]([CH:27]3[CH2:28][CH2:29]3)[C:9]([O:11][CH2:12][CH:13]3[CH2:14][CH2:15][NH:16][CH2:17][CH2:18]3)=[CH:10][C:5]2=[N:4][N:3]=1, predict the reactants needed to synthesize it. The reactants are: [Br:1][C:2]1[N:6]2[CH:7]=[C:8]([CH:27]3[CH2:29][CH2:28]3)[C:9]([O:11][CH2:12][C:13]3(C)[CH2:18][CH2:17][N:16](C(OC(C)(C)C)=O)[CH2:15][CH2:14]3)=[CH:10][C:5]2=[N:4][N:3]=1.BrC1N2C=C(C3CC3)C(OCC3CCN(C(OC(C)(C)C)=O)CC3)=CC2=NN=1. (4) Given the product [CH3:18][CH2:17][CH2:16][CH2:15][CH2:14][CH2:13][CH2:12][CH2:11][CH2:10][CH2:3][CH2:2][CH2:7][CH2:6][CH2:22][CH2:23][C:25]([O:19][CH2:18]/[CH:17]=[C:16](/[CH:15]=[CH:14]/[CH:13]=[C:12](/[CH:11]=[CH:10]/[C:3]1[C:4]([CH3:8])([CH3:9])[CH2:5][CH2:6][CH2:7][C:2]=1[CH3:1])\[CH3:21])\[CH3:20])=[O:27], predict the reactants needed to synthesize it. The reactants are: [CH3:1][C:2]1[CH2:7][CH2:6][CH2:5][C:4]([CH3:9])([CH3:8])[C:3]=1/[CH:10]=[CH:11]/[C:12](/[CH3:21])=[CH:13]/[CH:14]=[CH:15]/[C:16](/[CH3:20])=[CH:17]/[CH2:18][OH:19].[CH3:22][C:23]([C:25]([O:27]C)=O)=C.